Dataset: Catalyst prediction with 721,799 reactions and 888 catalyst types from USPTO. Task: Predict which catalyst facilitates the given reaction. (1) Reactant: [Cl:1][C:2]1[CH:7]=[CH:6][C:5]([C:8]2[CH:9]=[C:10]3[C:16]([C:17]([C:19]4[C:20]([F:33])=[C:21]([NH:26][S:27]([CH2:30][CH2:31][CH3:32])(=[O:29])=[O:28])[CH:22]=[CH:23][C:24]=4[F:25])=[O:18])=[CH:15][NH:14][C:11]3=[N:12][CH:13]=2)=[CH:4][CH:3]=1.[OH-].[K+].[C:36](=[O:44])([O:40][CH:41]([CH3:43])[CH3:42])[O:37][CH2:38]Cl. Product: [C:36](=[O:44])([O:40][CH:41]([CH3:43])[CH3:42])[O:37][CH2:38][N:14]1[C:11]2=[N:12][CH:13]=[C:8]([C:5]3[CH:6]=[CH:7][C:2]([Cl:1])=[CH:3][CH:4]=3)[CH:9]=[C:10]2[C:16]([C:17](=[O:18])[C:19]2[C:24]([F:25])=[CH:23][CH:22]=[C:21]([NH:26][S:27]([CH2:30][CH2:31][CH3:32])(=[O:28])=[O:29])[C:20]=2[F:33])=[CH:15]1. The catalyst class is: 31. (2) Reactant: [NH2:1][C:2]1[N:3]([C:7]2[NH:11][C:10]3[CH:12]=[CH:13][CH:14]=[CH:15][C:9]=3[N:8]=2)[N:4]=[CH:5][N:6]=1.[CH3:16][C:17]1[CH:18]=[C:19]([CH:24]=[CH:25][C:26]=1[CH3:27])[C:20](=[O:23])[CH2:21]Br.C(=O)([O-])[O-].[K+].[K+]. Product: [NH2:1][C:2]1[N:3]([C:7]2[N:11]([CH2:21][C:20]([C:19]3[CH:24]=[CH:25][C:26]([CH3:27])=[C:17]([CH3:16])[CH:18]=3)=[O:23])[C:10]3[CH:12]=[CH:13][CH:14]=[CH:15][C:9]=3[N:8]=2)[N:4]=[CH:5][N:6]=1. The catalyst class is: 6. (3) Reactant: [NH2:1][C:2]1[CH:7]=[CH:6][C:5]([C:8]([C:14]2[CH:19]=[CH:18][C:17]([Cl:20])=[CH:16][CH:15]=2)([OH:13])[C:9]([F:12])([F:11])[F:10])=[CH:4][C:3]=1[CH3:21].[H-].[Na+].[CH3:24]I. Product: [Cl:20][C:17]1[CH:18]=[CH:19][C:14]([C:8]([C:5]2[CH:6]=[CH:7][C:2]([NH2:1])=[C:3]([CH3:21])[CH:4]=2)([O:13][CH3:24])[C:9]([F:10])([F:11])[F:12])=[CH:15][CH:16]=1. The catalyst class is: 9. (4) Reactant: [Cl:1][C:2]1[C:3]([O:12][C:13]2[CH:18]=[C:17]([O:19][CH2:20][CH2:21][O:22][CH2:23][CH2:24][O:25][CH3:26])[CH:16]=[CH:15][C:14]=2/[CH:27]=[CH:28]/[C:29]([NH:31][S:32]([CH2:35][CH2:36][CH2:37][CH2:38][CH3:39])(=[O:34])=[O:33])=[O:30])=[N:4][CH:5]=[C:6]([C:8]([F:11])([F:10])[F:9])[CH:7]=1. Product: [Cl:1][C:2]1[C:3]([O:12][C:13]2[CH:18]=[C:17]([O:19][CH2:20][CH2:21][O:22][CH2:23][CH2:24][O:25][CH3:26])[CH:16]=[CH:15][C:14]=2[CH2:27][CH2:28][C:29]([NH:31][S:32]([CH2:35][CH2:36][CH2:37][CH2:38][CH3:39])(=[O:34])=[O:33])=[O:30])=[N:4][CH:5]=[C:6]([C:8]([F:10])([F:9])[F:11])[CH:7]=1. The catalyst class is: 83. (5) Reactant: Cl.[C:2]([C:6]1[CH:7]=[C:8]([CH:13]=[CH:14][CH:15]=1)[C:9](=[NH:12])[O:10][CH3:11])([O:4]C)=[O:3].NC1[CH:22]=[CH:21][C:20]([N:23]2[CH2:27][CH2:26][CH2:25][CH2:24]2)=[CH:19][C:18]=1O. Product: [N:23]1([C:20]2[CH:19]=[CH:18][C:11]3[O:10][C:9]([C:8]4[CH:7]=[C:6]([CH:15]=[CH:14][CH:13]=4)[C:2]([OH:4])=[O:3])=[N:12][C:22]=3[CH:21]=2)[CH2:27][CH2:26][CH2:25][CH2:24]1. The catalyst class is: 5. (6) Reactant: C([N:8]1[CH2:13][CH2:12][CH:11]([N:14]2[CH2:23][C:22]3[C:17](=[CH:18][CH:19]=[CH:20][CH:21]=3)[N:16]([CH3:24])[C:15]2=[O:25])[CH2:10][CH2:9]1)C1C=CC=CC=1.[H][H]. Product: [CH3:24][N:16]1[C:17]2[C:22](=[CH:21][CH:20]=[CH:19][CH:18]=2)[CH2:23][N:14]([CH:11]2[CH2:12][CH2:13][NH:8][CH2:9][CH2:10]2)[C:15]1=[O:25]. The catalyst class is: 19.